From a dataset of Reaction yield outcomes from USPTO patents with 853,638 reactions. Predict the reaction yield, written as a fraction of the theoretical maximum amount of product (1.0 means a 100% yield; for example, 0.34 means a 34% yield). (1) The reactants are [CH3:1][O:2][C:3]1[CH:11]=[C:10]([O:12][CH3:13])[CH:9]=[CH:8][C:4]=1[C:5]([OH:7])=[O:6].[Br:14]Br.S([O-])([O-])=O.[Na+].[Na+].O. The catalyst is C(O)(=O)C. The product is [Br:14][C:9]1[C:10]([O:12][CH3:13])=[CH:11][C:3]([O:2][CH3:1])=[C:4]([CH:8]=1)[C:5]([OH:7])=[O:6]. The yield is 0.960. (2) The reactants are [F:1][C:2]([F:49])([F:48])[C:3]1[CH:4]=[C:5]([C@H:13]([N:15]([CH3:47])[C:16]([N:18]2[CH2:38][CH2:37][C@:21]3([N:25](C(OCC4C=CC=CC=4)=O)[C:24](=[O:36])[CH2:23][CH2:22]3)[CH2:20][C@@H:19]2[C:39]2[CH:44]=[CH:43][C:42]([F:45])=[CH:41][C:40]=2[CH3:46])=[O:17])[CH3:14])[CH:6]=[C:7]([C:9]([F:12])([F:11])[F:10])[CH:8]=1. The catalyst is CO.[Pd]. The product is [F:49][C:2]([F:1])([F:48])[C:3]1[CH:4]=[C:5]([C@H:13]([N:15]([CH3:47])[C:16]([N:18]2[CH2:38][CH2:37][C@:21]3([NH:25][C:24](=[O:36])[CH2:23][CH2:22]3)[CH2:20][C@@H:19]2[C:39]2[CH:44]=[CH:43][C:42]([F:45])=[CH:41][C:40]=2[CH3:46])=[O:17])[CH3:14])[CH:6]=[C:7]([C:9]([F:10])([F:11])[F:12])[CH:8]=1. The yield is 0.950.